This data is from Forward reaction prediction with 1.9M reactions from USPTO patents (1976-2016). The task is: Predict the product of the given reaction. (1) Given the reactants [Cl:1][C:2]1[N:10]=[C:9]2[C:5]([N:6]=[C:7]([CH2:17][N:18]3[CH2:23][CH2:22][CH:21]([C:24]([OH:27])([CH3:26])[CH3:25])[CH2:20][CH2:19]3)[N:8]2C2CCCCO2)=[C:4]([N:28]2[CH2:33][CH2:32][O:31][CH2:30][CH2:29]2)[N:3]=1.Cl.[H-].[Na+].[C:37]([O:40][CH2:41][CH2:42]Br)(=[O:39])[CH3:38], predict the reaction product. The product is: [C:37]([O:40][CH2:41][CH2:42][N:8]1[C:7]([CH2:17][N:18]2[CH2:23][CH2:22][CH:21]([C:24]([OH:27])([CH3:26])[CH3:25])[CH2:20][CH2:19]2)=[N:6][C:5]2[C:9]1=[N:10][C:2]([Cl:1])=[N:3][C:4]=2[N:28]1[CH2:29][CH2:30][O:31][CH2:32][CH2:33]1)(=[O:39])[CH3:38]. (2) Given the reactants Br[C:2]1[CH:15]=[CH:14][C:13]2[N:12]([S:16]([C:19]3[CH:24]=[CH:23][C:22]([O:25][CH3:26])=[CH:21][CH:20]=3)(=[O:18])=[O:17])[CH:11]([CH2:27][CH3:28])[C:10]3[C:5](=[CH:6][CH:7]=[C:8]([F:29])[CH:9]=3)[C:4]=2[CH:3]=1.[C:30]1(B(O)O)[CH:35]=[CH:34][CH:33]=[CH:32][CH:31]=1.ClCCl.[OH-].[Na+], predict the reaction product. The product is: [CH2:27]([CH:11]1[C:10]2[C:5](=[CH:6][CH:7]=[C:8]([F:29])[CH:9]=2)[C:4]2[CH:3]=[C:2]([C:30]3[CH:35]=[CH:34][CH:33]=[CH:32][CH:31]=3)[CH:15]=[CH:14][C:13]=2[N:12]1[S:16]([C:19]1[CH:24]=[CH:23][C:22]([O:25][CH3:26])=[CH:21][CH:20]=1)(=[O:17])=[O:18])[CH3:28]. (3) Given the reactants F[C:2]1[N:7]2[CH:8]=[C:9]([CH2:11][N:12]([CH3:23])[CH:13]3[C:22]4[N:21]=[CH:20][CH:19]=[CH:18][C:17]=4[CH2:16][CH2:15][CH2:14]3)[N:10]=[C:6]2[CH:5]=[CH:4][CH:3]=1.[CH3:24][N:25]([CH3:31])[C@H:26]1[CH2:30][CH2:29][NH:28][CH2:27]1, predict the reaction product. The product is: [CH3:24][N:25]([CH3:31])[C@H:26]1[CH2:30][CH2:29][N:28]([C:2]2[N:7]3[CH:8]=[C:9]([CH2:11][N:12]([CH3:23])[CH:13]4[C:22]5[N:21]=[CH:20][CH:19]=[CH:18][C:17]=5[CH2:16][CH2:15][CH2:14]4)[N:10]=[C:6]3[CH:5]=[CH:4][CH:3]=2)[CH2:27]1. (4) Given the reactants C[N:2]1CCN(C2C=CC(NC3C4N(N=CN=4)C(C4C=C(C(N)=O)SC=4)=CN=3)=CC=2)CC1.Br[C:33]1[N:38]2[N:39]=[CH:40][N:41]=[C:37]2[C:36]([NH:42][C:43]2[CH:48]=[CH:47][C:46]([N:49]3[CH2:54][CH2:53][N:52]([CH:55]([CH3:57])[CH3:56])[CH2:51][C:50]3=[O:58])=[CH:45][CH:44]=2)=[N:35][CH:34]=1.CC1(C)C(C)(C)OB([C:67]2[CH:68]=[C:69]3[C:73](=[CH:74][CH:75]=2)[C:72](=[O:76])[NH:71][CH2:70]3)O1.C([O-])([O-])=O.[Na+].[Na+], predict the reaction product. The product is: [NH3:2].[CH:55]([N:52]1[CH2:53][CH2:54][N:49]([C:46]2[CH:47]=[CH:48][C:43]([NH:42][C:36]3[C:37]4[N:38]([N:39]=[CH:40][N:41]=4)[C:33]([C:67]4[CH:68]=[C:69]5[C:73](=[CH:74][CH:75]=4)[C:72](=[O:76])[NH:71][CH2:70]5)=[CH:34][N:35]=3)=[CH:44][CH:45]=2)[C:50](=[O:58])[CH2:51]1)([CH3:57])[CH3:56]. (5) The product is: [C:50]([N:11]1[C@@H:10]([CH3:12])[C@H:9]([NH:13][C:14](=[O:26])[C@@H:15]([N:17]([CH3:25])[C:18](=[O:24])[O:19][C:20]([CH3:23])([CH3:21])[CH3:22])[CH3:16])[C:8](=[O:27])[N:7]([CH2:28][C:29]2[C:38]3[C:33](=[CH:34][CH:35]=[CH:36][CH:37]=3)[N:32]=[CH:31][C:30]=2[CH:39]2[CH2:40][CH2:41]2)[C:6]2[CH:42]=[CH:43][C:3]([C:1]#[N:2])=[CH:4][C:5]1=2)(=[O:52])[CH3:51]. Given the reactants [C:1]([C:3]1[CH:43]=[CH:42][C:6]2[N:7]([CH2:28][C:29]3[C:38]4[C:33](=[CH:34][CH:35]=[CH:36][CH:37]=4)[N:32]=[CH:31][C:30]=3[CH:39]3[CH2:41][CH2:40]3)[C:8](=[O:27])[C@@H:9]([NH:13][C:14](=[O:26])[C@@H:15]([N:17]([CH3:25])[C:18](=[O:24])[O:19][C:20]([CH3:23])([CH3:22])[CH3:21])[CH3:16])[C@H:10]([CH3:12])[NH:11][C:5]=2[CH:4]=1)#[N:2].N1C=CC=CC=1.[C:50](Cl)(=[O:52])[CH3:51], predict the reaction product. (6) Given the reactants CN(C)C=O.[CH3:6][CH:7]([OH:9])[CH3:8].[H-].[Na+].[Br:12][C:13]1[C:18]([O:19][CH3:20])=[CH:17][C:16]([CH2:21]Cl)=[CH:15][C:14]=1[O:23][CH3:24], predict the reaction product. The product is: [Br:12][C:13]1[C:18]([O:19][CH3:20])=[CH:17][C:16]([CH2:21][O:9][CH:7]([CH3:8])[CH3:6])=[CH:15][C:14]=1[O:23][CH3:24]. (7) Given the reactants C(OC([CH2:8][NH:9][C:10]1[CH:11]=[C:12]([C:16]2[N:21]=[CH:20][C:19]([CH2:22][CH:23]([O:29][CH2:30][CH3:31])[C:24]([O:26][CH2:27][CH3:28])=[O:25])=[CH:18][CH:17]=2)[CH:13]=[CH:14][CH:15]=1)=O)(C)(C)C.ClCCl.FC(F)(F)C(O)=O, predict the reaction product. The product is: [CH2:30]([O:29][CH:23]([CH2:22][C:19]1[CH:20]=[N:21][C:16]([C:12]2[CH:13]=[CH:14][CH:15]=[C:10]([NH:9][CH3:8])[CH:11]=2)=[CH:17][CH:18]=1)[C:24]([O:26][CH2:27][CH3:28])=[O:25])[CH3:31]. (8) Given the reactants [CH3:1][O:2][C:3]1[N:4]=[C:5]2[C:10](=[CH:11][CH:12]=1)[N:9]=[CH:8][CH:7]=[C:6]2[N:13]1[CH2:17][CH2:16][CH:15]([N:18](C)[C:19](=O)C)[CH2:14]1, predict the reaction product. The product is: [CH3:1][O:2][C:3]1[N:4]=[C:5]2[C:10](=[CH:11][CH:12]=1)[N:9]=[CH:8][CH:7]=[C:6]2[N:13]1[CH2:17][CH2:16][CH:15]([NH:18][CH3:19])[CH2:14]1. (9) Given the reactants Br[C:2]1[N:3]([CH2:11][O:12][CH2:13][CH2:14][Si:15]([CH3:18])([CH3:17])[CH3:16])[CH:4]=[C:5]([C:7]([O:9][CH3:10])=[O:8])[N:6]=1.C([Mg]Cl)(C)C.CN([CH:27]=[O:28])C, predict the reaction product. The product is: [CH:27]([C:2]1[N:3]([CH2:11][O:12][CH2:13][CH2:14][Si:15]([CH3:18])([CH3:17])[CH3:16])[CH:4]=[C:5]([C:7]([O:9][CH3:10])=[O:8])[N:6]=1)=[O:28]. (10) Given the reactants Cl[C:2]1[N:7]=[C:6](Cl)[C:5]([F:9])=[CH:4][N:3]=1.[C:10]1([C:16]2[CH:17]=[C:18]([CH:20]=[CH:21][CH:22]=2)[NH2:19])[CH:15]=[CH:14][CH:13]=[CH:12][CH:11]=1, predict the reaction product. The product is: [C:10]1([C:16]2[CH:17]=[C:18]([NH:19][C:2]3[N:7]=[C:6]([NH:19][C:18]4[CH:20]=[CH:21][CH:22]=[C:16]([C:10]5[CH:11]=[CH:12][CH:13]=[CH:14][CH:15]=5)[CH:17]=4)[C:5]([F:9])=[CH:4][N:3]=3)[CH:20]=[CH:21][CH:22]=2)[CH:11]=[CH:12][CH:13]=[CH:14][CH:15]=1.